Dataset: Full USPTO retrosynthesis dataset with 1.9M reactions from patents (1976-2016). Task: Predict the reactants needed to synthesize the given product. (1) Given the product [CH:1]1([NH:6][C:7]2[N:12]=[C:11]([C:13]3[C:14]([C:28]4[CH:29]=[CH:30][C:31]([O:34][CH3:35])=[CH:32][CH:33]=4)=[N:15][N:16]4[C:21]([NH:22][CH2:23][CH2:24][CH2:25][CH2:26][NH:27][S:44]([CH3:43])(=[O:46])=[O:45])=[CH:20][CH:19]=[CH:18][C:17]=34)[CH:10]=[CH:9][N:8]=2)[CH2:2][CH2:3][CH2:4][CH2:5]1, predict the reactants needed to synthesize it. The reactants are: [CH:1]1([NH:6][C:7]2[N:12]=[C:11]([C:13]3[C:14]([C:28]4[CH:33]=[CH:32][C:31]([O:34][CH3:35])=[CH:30][CH:29]=4)=[N:15][N:16]4[C:21]([NH:22][CH2:23][CH2:24][CH2:25][CH2:26][NH2:27])=[CH:20][CH:19]=[CH:18][C:17]=34)[CH:10]=[CH:9][N:8]=2)[CH2:5][CH2:4][CH2:3][CH2:2]1.C(N(CC)CC)C.[CH3:43][S:44](Cl)(=[O:46])=[O:45].C(=O)(O)[O-].[Na+]. (2) The reactants are: [I:1][C:2]1[CH:3]=[C:4]([CH:6]=[CH:7][C:8]=1[CH3:9])[NH2:5].[CH2:10]([O:12][C:13]([CH:15]1[CH2:20][CH2:19][N:18]([C:21]2[CH:26]=[CH:25][C:24]([C:27](O)=[O:28])=[CH:23][CH:22]=2)[CH2:17][CH2:16]1)=[O:14])[CH3:11].C(OC(C1CCN(C2C=CC(C(=O)NC3C=CC=C(C(C)(C)C)C=3)=CC=2)CC1)=O)C. Given the product [CH2:10]([O:12][C:13]([CH:15]1[CH2:16][CH2:17][N:18]([C:21]2[CH:22]=[CH:23][C:24]([C:27](=[O:28])[NH:5][C:4]3[CH:6]=[CH:7][C:8]([CH3:9])=[C:2]([I:1])[CH:3]=3)=[CH:25][CH:26]=2)[CH2:19][CH2:20]1)=[O:14])[CH3:11], predict the reactants needed to synthesize it. (3) Given the product [CH3:20][O:21][C:22]1[CH:27]=[C:26]([C:28]([F:29])([F:30])[F:31])[CH:25]=[CH:24][C:23]=1[C:32]1[C:41]2[C:36](=[CH:37][C:38]([S:42]([NH:9][C:5]3[CH:4]=[C:3]([O:2][CH3:1])[N:8]=[CH:7][N:6]=3)(=[O:44])=[O:43])=[CH:39][CH:40]=2)[CH:35]=[CH:34][N:33]=1, predict the reactants needed to synthesize it. The reactants are: [CH3:1][O:2][C:3]1[N:8]=[CH:7][N:6]=[C:5]([NH2:9])[CH:4]=1.C[Si]([N-][Si](C)(C)C)(C)C.[Li+].[CH3:20][O:21][C:22]1[CH:27]=[C:26]([C:28]([F:31])([F:30])[F:29])[CH:25]=[CH:24][C:23]=1[C:32]1[C:41]2[C:36](=[CH:37][C:38]([S:42](OC3C(F)=C(F)C(F)=C(F)C=3F)(=[O:44])=[O:43])=[CH:39][CH:40]=2)[CH:35]=[CH:34][N:33]=1. (4) Given the product [F:30][C:25]1[C:24]([C:12]2[CH:13]=[C:14]3[C@@:15]4([C@@H:19]([CH2:20][O:21][CH3:22])[S:18][C:17]([NH2:23])=[N:16]4)[C:4]4[CH:3]=[C:2]([C:44]5[CH:43]=[CH:42][N:41]=[C:40]([F:39])[CH:45]=5)[N:7]=[CH:6][C:5]=4[O:8][C:9]3=[CH:10][CH:11]=2)=[CH:29][CH:28]=[CH:27][N:26]=1, predict the reactants needed to synthesize it. The reactants are: Cl[C:2]1[N:7]=[CH:6][C:5]2[O:8][C:9]3[C:14]([C:15]4([CH:19]([CH2:20][O:21][CH3:22])[S:18][C:17]([NH2:23])=[N:16]4)[C:4]=2[CH:3]=1)=[CH:13][C:12]([C:24]1[C:25]([F:30])=[N:26][CH:27]=[CH:28][CH:29]=1)=[CH:11][CH:10]=3.P([O-])([O-])([O-])=O.[K+].[K+].[K+].[F:39][C:40]1[CH:45]=[C:44](B(O)O)[CH:43]=[CH:42][N:41]=1.O1CCOCC1. (5) Given the product [Cl:13][C:10]1[CH:11]=[CH:12][C:7]([C:5]2[N:6]=[C:2]([N:30]3[CH2:31][CH2:32][CH2:33][CH:28]([CH2:27][OH:26])[CH2:29]3)[O:3][C:4]=2[CH2:14][CH2:15][CH2:16][O:17][C:18]2[CH:23]=[CH:22][CH:21]=[CH:20][C:19]=2[O:24][CH3:25])=[CH:8][CH:9]=1, predict the reactants needed to synthesize it. The reactants are: Cl[C:2]1[O:3][C:4]([CH2:14][CH2:15][CH2:16][O:17][C:18]2[CH:23]=[CH:22][CH:21]=[CH:20][C:19]=2[O:24][CH3:25])=[C:5]([C:7]2[CH:12]=[CH:11][C:10]([Cl:13])=[CH:9][CH:8]=2)[N:6]=1.[OH:26][CH2:27][CH:28]1[CH2:33][CH2:32][CH2:31][NH:30][CH2:29]1.CC(=O)CC. (6) The reactants are: Cl.[C:2]([NH:6][OH:7])([CH3:5])([CH3:4])[CH3:3].[CH3:8][O:9][CH2:10][O:11][S:12]([C:15]1[CH:20]=[C:19]([S:21]([O:24][CH2:25][O:26][CH3:27])(=[O:23])=[O:22])[N:18]=[CH:17][C:16]=1[CH:28]=O)(=[O:14])=[O:13]. Given the product [C:2]([N+:6]([O-:7])=[CH:28][C:16]1[CH:17]=[N:18][C:19]([S:21]([O:24][CH2:25][O:26][CH3:27])(=[O:22])=[O:23])=[CH:20][C:15]=1[S:12]([O:11][CH2:10][O:9][CH3:8])(=[O:13])=[O:14])([CH3:5])([CH3:4])[CH3:3], predict the reactants needed to synthesize it. (7) Given the product [C:17]([O:16][C:14]([NH:38][C@@H:39]([C:41]1[C:42]([F:70])=[C:43]([C:2]2[CH:23]=[C:22]([CH:24]=[C:25]3[CH2:30][CH2:29][O:28][CH2:27][CH2:26]3)[CH:21]=[C:4]([CH2:5][O:6][C:7]3[CH:12]=[CH:11][CH:10]=[CH:9][C:8]=3[CH2:13][C:14]([O:16][C:17]([CH3:20])([CH3:19])[CH3:18])=[O:15])[CH:3]=2)[CH:44]=[CH:45][CH:46]=1)[CH3:40])=[O:15])([CH3:20])([CH3:19])[CH3:18], predict the reactants needed to synthesize it. The reactants are: Br[C:2]1[CH:3]=[C:4]([CH:21]=[C:22]([CH:24]=[C:25]2[CH2:30][CH2:29][O:28][CH2:27][CH2:26]2)[CH:23]=1)[CH2:5][O:6][C:7]1[CH:12]=[CH:11][CH:10]=[CH:9][C:8]=1[CH2:13][C:14]([O:16][C:17]([CH3:20])([CH3:19])[CH3:18])=[O:15].C(OC([NH:38][C@@H:39]([C:41]1[C:42]([F:70])=[C:43](C2C=C(O)C=C(COC3C=CC=CC=3CC(OC(C)(C)C)=O)C=2)[CH:44]=[CH:45][CH:46]=1)[CH3:40])=O)(C)(C)C. (8) The reactants are: [CH2:1]([O:8][C:9]([N:11]1[CH2:16][CH2:15][CH:14]([N:17]2[C:25]3[C:20](=[CH:21][C:22]([C:26]([O:28]C)=[O:27])=[CH:23][CH:24]=3)[CH2:19][C:18]2=[O:30])[CH2:13][CH2:12]1)=[O:10])[C:2]1[CH:7]=[CH:6][CH:5]=[CH:4][CH:3]=1.[OH-].[Na+].Cl. Given the product [CH2:1]([O:8][C:9]([N:11]1[CH2:16][CH2:15][CH:14]([N:17]2[C:25]3[C:20](=[CH:21][C:22]([C:26]([OH:28])=[O:27])=[CH:23][CH:24]=3)[CH2:19][C:18]2=[O:30])[CH2:13][CH2:12]1)=[O:10])[C:2]1[CH:7]=[CH:6][CH:5]=[CH:4][CH:3]=1, predict the reactants needed to synthesize it.